Dataset: Forward reaction prediction with 1.9M reactions from USPTO patents (1976-2016). Task: Predict the product of the given reaction. Given the reactants O1CCOCC1.[F:7][C:8]([F:45])([F:44])[C:9]1[CH:10]=[C:11]([C@H:19]2[O:23][C:22](=[O:24])[N:21]([CH2:25][C:26]3[C:31](B4OC(C)(C)C(C)(C)O4)=[CH:30][N:29]=[C:28]([S:41][CH3:42])[N:27]=3)[C@H:20]2[CH3:43])[CH:12]=[C:13]([C:15]([F:18])([F:17])[F:16])[CH:14]=1.Br[C:47]1[C:48]([O:54][CH3:55])=[N:49][CH:50]=[C:51]([Cl:53])[CH:52]=1.[O-]P([O-])([O-])=O.[K+].[K+].[K+], predict the reaction product. The product is: [F:17][C:15]([F:16])([F:18])[C:13]1[CH:12]=[C:11]([C@H:19]2[O:23][C:22](=[O:24])[N:21]([CH2:25][C:26]3[C:31]([C:47]4[C:48]([O:54][CH3:55])=[N:49][CH:50]=[C:51]([Cl:53])[CH:52]=4)=[CH:30][N:29]=[C:28]([S:41][CH3:42])[N:27]=3)[C@H:20]2[CH3:43])[CH:10]=[C:9]([C:8]([F:7])([F:44])[F:45])[CH:14]=1.